From a dataset of Catalyst prediction with 721,799 reactions and 888 catalyst types from USPTO. Predict which catalyst facilitates the given reaction. (1) Reactant: [CH3:1][C:2]12[CH2:8][CH:5]([CH2:6][CH2:7]1)[C:4]([CH3:10])([CH3:9])[CH:3]2[NH2:11].[Cl:12][CH2:13][C:14](Cl)=[O:15]. Product: [Cl:12][CH2:13][C:14]([NH:11][CH:3]1[C:4]([CH3:10])([CH3:9])[CH:5]2[CH2:8][C:2]1([CH3:1])[CH2:7][CH2:6]2)=[O:15]. The catalyst class is: 347. (2) Reactant: [F:1][C:2]1[CH:3]=[C:4]([O:8][CH3:9])[CH:5]=[CH:6][CH:7]=1.C([Li])CCC.CN(CCN(CCN(C)C)C)C.CN(C)[CH:29]=[O:30]. Product: [F:1][C:2]1[CH:7]=[CH:6][CH:5]=[C:4]([O:8][CH3:9])[C:3]=1[CH:29]=[O:30]. The catalyst class is: 7. (3) Reactant: [Cl:1][C:2]1[C:3]([O:15][C:16]2[CH:21]=[C:20]([F:22])[C:19]([C:23]([F:26])([F:25])[F:24])=[CH:18][C:17]=2[C:27]2[CH:32]=[CH:31][N:30]=[N:29][CH:28]=2)=[CH:4][C:5]([O:10][N:11]=C(C)C)=[C:6]([CH:9]=1)[C:7]#[N:8].Cl.C(=O)([O-])[O-].[Na+].[Na+].[OH-].[Na+]. Product: [Cl:1][C:2]1[C:3]([O:15][C:16]2[CH:21]=[C:20]([F:22])[C:19]([C:23]([F:25])([F:26])[F:24])=[CH:18][C:17]=2[C:27]2[CH:32]=[CH:31][N:30]=[N:29][CH:28]=2)=[CH:4][C:5]2[O:10][N:11]=[C:7]([NH2:8])[C:6]=2[CH:9]=1. The catalyst class is: 315. (4) Product: [C:19]([C@H:16]1[CH2:15][CH2:14][C@H:13]([CH2:12][N:8]2[CH2:7][C:6]3[C:10](=[C:2]([F:1])[C:3]([OH:25])=[CH:4][CH:5]=3)[C:9]2=[O:11])[CH2:18][CH2:17]1)(=[O:20])[CH3:26]. The catalyst class is: 1. Reactant: [F:1][C:2]1[C:3]([OH:25])=[CH:4][CH:5]=[C:6]2[C:10]=1[C:9](=[O:11])[N:8]([CH2:12][C@H:13]1[CH2:18][CH2:17][C@H:16]([C:19](N(OC)C)=[O:20])[CH2:15][CH2:14]1)[CH2:7]2.[CH3:26][Mg]Br.C(OCC)C. (5) Reactant: C(OC(=O)[NH:7][C:8]1[C:17]2[C:12](=[CH:13][CH:14]=[CH:15][CH:16]=2)[C:11]([O:18][C:19]2[CH:24]=[CH:23][N:22]=[C:21]([NH:25][C:26]3[CH:31]=[C:30]([C:32](=[O:42])[NH:33][CH2:34][CH2:35][N:36]4[CH2:41][CH2:40][O:39][CH2:38][CH2:37]4)[CH:29]=[C:28]([O:43][CH3:44])[CH:27]=3)[N:20]=2)=[CH:10][CH:9]=1)(C)(C)C.C(O)(C(F)(F)F)=O. Product: [NH2:7][C:8]1[C:17]2[C:12](=[CH:13][CH:14]=[CH:15][CH:16]=2)[C:11]([O:18][C:19]2[CH:24]=[CH:23][N:22]=[C:21]([NH:25][C:26]3[CH:31]=[C:30]([CH:29]=[C:28]([O:43][CH3:44])[CH:27]=3)[C:32]([NH:33][CH2:34][CH2:35][N:36]3[CH2:37][CH2:38][O:39][CH2:40][CH2:41]3)=[O:42])[N:20]=2)=[CH:10][CH:9]=1. The catalyst class is: 2.